Dataset: Catalyst prediction with 721,799 reactions and 888 catalyst types from USPTO. Task: Predict which catalyst facilitates the given reaction. Reactant: [NH4+].[Cl-].[CH:3]1([N:6]2[CH2:15][CH2:14][C:13]3[C:8](=[CH:9][C:10]([N+:16]([O-])=O)=[CH:11][CH:12]=3)[CH2:7]2)[CH2:5][CH2:4]1. Product: [CH:3]1([N:6]2[CH2:15][CH2:14][C:13]3[C:8](=[CH:9][C:10]([NH2:16])=[CH:11][CH:12]=3)[CH2:7]2)[CH2:4][CH2:5]1. The catalyst class is: 314.